Dataset: Reaction yield outcomes from USPTO patents with 853,638 reactions. Task: Predict the reaction yield, written as a fraction of the theoretical maximum amount of product (1.0 means a 100% yield; for example, 0.34 means a 34% yield). (1) The catalyst is CN(C)C=O. The reactants are [Cl:1][C:2]1[CH:3]=[C:4]([CH:8]=[C:9]([Cl:28])[C:10]=1[C:11]([C:13]1[C:21]2[C:16](=[C:17]([NH:22][C:23]([CH:25]3[CH2:27][CH2:26]3)=[O:24])[N:18]=[CH:19][CH:20]=2)[NH:15][CH:14]=1)=[O:12])[C:5]([OH:7])=O.C(N=C=NCCCN(C)C)C.ON1C2C=CC=CC=2N=N1.[NH2:50][CH2:51][CH:52]([OH:55])[CH2:53][OH:54].C(=O)(O)[O-].[Na+]. The product is [Cl:1][C:2]1[CH:3]=[C:4]([CH:8]=[C:9]([Cl:28])[C:10]=1[C:11]([C:13]1[C:21]2[C:16](=[C:17]([NH:22][C:23]([CH:25]3[CH2:26][CH2:27]3)=[O:24])[N:18]=[CH:19][CH:20]=2)[NH:15][CH:14]=1)=[O:12])[C:5]([NH:50][CH2:51][CH:52]([OH:55])[CH2:53][OH:54])=[O:7]. The yield is 0.517. (2) The yield is 0.840. The product is [Cl:12][C:10]1[C:9]2[C:4](=[CH:5][C:6]([O:13][CH3:14])=[CH:7][CH:8]=2)[CH2:3][N:2]([C:22]2[CH:23]=[CH:24][C:19]([O:18][CH:15]([CH3:17])[CH3:16])=[CH:20][CH:21]=2)[CH:11]=1. The reactants are Cl[N:2]1[CH:11]=[C:10]([Cl:12])[C:9]2[C:4](=[CH:5][C:6]([O:13][CH3:14])=[CH:7][CH:8]=2)[CH2:3]1.[CH:15]([O:18][C:19]1[CH:24]=[CH:23][C:22](B(O)O)=[CH:21][CH:20]=1)([CH3:17])[CH3:16].C([O-])([O-])=O.[K+].[K+]. The catalyst is O1CCOCC1.O. (3) The reactants are CC(C)([O-])C.[K+].[C:7]([C:11]1[CH:15]=[C:14]([C:16]([O:18][CH2:19][CH3:20])=[O:17])[NH:13][N:12]=1)([CH3:10])([CH3:9])[CH3:8].C([O:25][C:26](=[O:29])[CH2:27]Br)(C)(C)C.[NH4+].[Cl-]. The catalyst is CS(C)=O.C(O)(C(F)(F)F)=O. The product is [C:7]([C:11]1[CH:15]=[C:14]([C:16]([O:18][CH2:19][CH3:20])=[O:17])[N:13]([CH2:27][C:26]([OH:29])=[O:25])[N:12]=1)([CH3:10])([CH3:8])[CH3:9]. The yield is 1.00. (4) The reactants are [CH3:1][O:2][CH2:3][CH2:4][O:5][CH2:6][O:7][C@@H:8]1[CH2:14][CH:13]=[CH:12][CH2:11][O:10][CH2:9]1. The catalyst is CCOC(C)=O.[Pd]. The product is [CH3:1][O:2][CH2:3][CH2:4][O:5][CH2:6][O:7][C@@H:8]1[CH2:14][CH2:13][CH2:12][CH2:11][O:10][CH2:9]1. The yield is 0.920. (5) The reactants are C([N:8]1[CH2:13][CH2:12][N:11]([CH2:14][CH2:15][CH2:16][CH2:17][NH:18][C:19]([CH:21]2[CH2:26][CH2:25][CH2:24][CH2:23][CH2:22]2)=[O:20])[CH2:10][CH2:9]1)C1C=CC=CC=1. The catalyst is C(O)(=O)C.[OH-].[OH-].[Pd+2]. The product is [N:11]1([CH2:14][CH2:15][CH2:16][CH2:17][NH:18][C:19]([CH:21]2[CH2:26][CH2:25][CH2:24][CH2:23][CH2:22]2)=[O:20])[CH2:12][CH2:13][NH:8][CH2:9][CH2:10]1. The yield is 0.530. (6) The reactants are [F:1][CH2:2][C@@:3]12[C:32]3[CH:33]=[C:34]([N+:37]([O-])=O)[CH:35]=[CH:36][C:31]=3[O:30][CH2:29][CH2:28][C@@H:4]1[S:5](=[O:27])(=[O:26])[C:6]([CH3:25])([CH3:24])[C:7]([N:9]([C:17]([O:19][C:20]([CH3:23])([CH3:22])[CH3:21])=[O:18])[C:10](=[O:16])[O:11][C:12]([CH3:15])([CH3:14])[CH3:13])=[N:8]2. The catalyst is CCOC(C)=O.CCO.[Pd]. The product is [F:1][CH2:2][C@@:3]12[C:32]3[CH:33]=[C:34]([NH2:37])[CH:35]=[CH:36][C:31]=3[O:30][CH2:29][CH2:28][C@@H:4]1[S:5](=[O:26])(=[O:27])[C:6]([CH3:24])([CH3:25])[C:7]([N:9]([C:10]([O:11][C:12]([CH3:13])([CH3:14])[CH3:15])=[O:16])[C:17](=[O:18])[O:19][C:20]([CH3:23])([CH3:22])[CH3:21])=[N:8]2. The yield is 1.00.